Dataset: Reaction yield outcomes from USPTO patents with 853,638 reactions. Task: Predict the reaction yield, written as a fraction of the theoretical maximum amount of product (1.0 means a 100% yield; for example, 0.34 means a 34% yield). (1) The reactants are [Br:1]Br.[CH:3]1[C:11]2[C:10]3[CH:12]=[CH:13][CH:14]=[CH:15][C:9]=3[O:8][C:7]=2[CH:6]=[CH:5][CH:4]=1.O. The catalyst is C(O)(=O)C. The product is [Br:1][C:4]1[CH:5]=[CH:6][C:7]2[O:8][C:9]3[CH:15]=[CH:14][CH:13]=[CH:12][C:10]=3[C:11]=2[CH:3]=1. The yield is 0.130. (2) The reactants are [Cl:1][C:2]1[N:3]=[C:4]([C:9]([NH:11][C@H:12]2[CH2:17][CH2:16][N:15]([C:18](OC(C)(C)C)=O)[CH2:14][C@H:13]2[NH:25][CH2:26][CH3:27])=[O:10])[NH:5][C:6]=1[CH2:7][CH3:8].Cl.O1CCOCC1.BrC1[S:37][C:38]2[C:44]([C:45]([O:47][CH2:48][CH3:49])=[O:46])=[CH:43][CH:42]=[CH:41][C:39]=2[N:40]=1.C(=O)([O-])[O-].[Na+].[Na+]. No catalyst specified. The product is [Cl:1][C:2]1[N:3]=[C:4]([C:9]([NH:11][C@H:12]2[CH2:17][CH2:16][N:15]([C:18]3[S:37][C:38]4[C:44]([C:45]([O:47][CH2:48][CH3:49])=[O:46])=[CH:43][CH:42]=[CH:41][C:39]=4[N:40]=3)[CH2:14][C@H:13]2[NH:25][CH2:26][CH3:27])=[O:10])[NH:5][C:6]=1[CH2:7][CH3:8]. The yield is 0.450. (3) The reactants are [CH2:1]([O:3][C:4]([C:6]1[N:7]=[CH:8][N:9]2[C:18]3[C:13](=[CH:14][C:15]([O:23][CH3:24])=[C:16]([O:19][CH:20]([CH3:22])[CH3:21])[CH:17]=3)[CH2:12][CH2:11][C:10]=12)=[O:5])[CH3:2].[Br:25]N1C(=O)CCC1=O. The catalyst is C(#N)C. The product is [CH2:1]([O:3][C:4]([C:6]1[N:7]=[C:8]([Br:25])[N:9]2[C:18]3[C:13](=[CH:14][C:15]([O:23][CH3:24])=[C:16]([O:19][CH:20]([CH3:21])[CH3:22])[CH:17]=3)[CH2:12][CH2:11][C:10]=12)=[O:5])[CH3:2]. The yield is 0.730. (4) The yield is 0.900. The catalyst is C(O)C. The product is [CH:5]1[C:6]2[C:11](=[CH:10][CH:9]=[CH:8][CH:7]=2)[CH:12]=[CH:13][C:4]=1[CH2:3][CH2:2][N:26]1[CH2:25][CH:24]=[C:23]([C:19]2[CH:20]=[CH:21][CH:22]=[C:17]([C:16]([F:15])([F:29])[F:30])[CH:18]=2)[CH2:28][CH2:27]1. The reactants are Br[CH2:2][CH2:3][C:4]1[CH:13]=[CH:12][C:11]2[C:6](=[CH:7][CH:8]=[CH:9][CH:10]=2)[CH:5]=1.Cl.[F:15][C:16]([F:30])([F:29])[C:17]1[CH:18]=[C:19]([C:23]2[CH2:24][CH2:25][NH:26][CH2:27][CH:28]=2)[CH:20]=[CH:21][CH:22]=1.[OH-].[Na+].O. (5) The reactants are [OH:1][C:2]1[CH:3]=[C:4]([NH:45][C:46]([NH2:48])=[O:47])[CH:5]=[C:6]([C:8]2[C:16]3[C:15]([NH:17][C@H:18]([C:20]4[N:25]([C:26]5[CH:31]=[CH:30][CH:29]=[CH:28][CH:27]=5)[C:24](=[O:32])[C:23]5=[C:33]([CH3:36])[CH:34]=[CH:35][N:22]5[N:21]=4)[CH3:19])=[N:14][CH:13]=[N:12][C:11]=3[N:10](COCC[Si](C)(C)C)[CH:9]=2)[CH:7]=1.FC(F)(F)C(O)=O.N. No catalyst specified. The product is [OH:1][C:2]1[CH:3]=[C:4]([NH:45][C:46]([NH2:48])=[O:47])[CH:5]=[C:6]([C:8]2[C:16]3[C:15]([NH:17][C@H:18]([C:20]4[N:25]([C:26]5[CH:27]=[CH:28][CH:29]=[CH:30][CH:31]=5)[C:24](=[O:32])[C:23]5=[C:33]([CH3:36])[CH:34]=[CH:35][N:22]5[N:21]=4)[CH3:19])=[N:14][CH:13]=[N:12][C:11]=3[NH:10][CH:9]=2)[CH:7]=1. The yield is 0.900. (6) The reactants are [F:1][C:2]1[CH:3]=[C:4]2C(=[CH:9][CH:10]=1)NC(=O)[C:5]2=[N:12][N:13]=CC1(C)CC(C)(C(O)=O)CN1.Cl.C(N=C=NCCCN(C)C)C.[OH:37][C:38]1C2N=NNC=2[CH:41]=[CH:40][CH:39]=1.C([N:49]([CH2:52][CH3:53])[CH2:50][CH3:51])C.[NH2:54][C:55]1[CH:60]=[C:59]([O:61][CH3:62])[CH:58]=[CH:57][C:56]=1[NH:63][C:64](=[O:75])[C:65]1[CH:70]=[CH:69][C:68]([NH:71][CH2:72][CH2:73][NH2:74])=[N:67][CH:66]=1.[CH3:76][N:77]([CH:79]=[O:80])C. The catalyst is [Cl-].[Na+].O. The product is [NH2:54][C:55]1[CH:60]=[C:59]([O:61][CH3:62])[CH:58]=[CH:57][C:56]=1[NH:63][C:64](=[O:75])[C:65]1[CH:70]=[CH:69][C:68]([NH:71][CH2:72][CH2:73][NH:74][C:38]([C:39]2[C:40]([CH3:41])=[C:52]([CH:53]=[N:13][N:12]=[C:5]3[C:4]4[C:76](=[CH:9][CH:10]=[C:2]([F:1])[CH:3]=4)[NH:77][C:79]3=[O:80])[NH:49][C:50]=2[CH3:51])=[O:37])=[N:67][CH:66]=1. The yield is 0.650. (7) The reactants are [C:1]([NH:8][CH2:9][CH2:10][C:11]1[CH:16]=[CH:15][C:14]([OH:17])=[CH:13][CH:12]=1)([O:3][C:4]([CH3:7])([CH3:6])[CH3:5])=[O:2].C1(P(C2C=CC=CC=2)C2C=CC=CC=2)C=CC=CC=1.[CH3:37][NH:38][CH2:39][CH2:40]O.CC(OC(/N=N/C(OC(C)C)=O)=O)C. The catalyst is C1COCC1. The product is [CH3:37][NH:38][CH2:39][CH2:40][O:17][C:14]1[CH:15]=[CH:16][C:11]([CH2:10][CH2:9][NH:8][C:1](=[O:2])[O:3][C:4]([CH3:6])([CH3:7])[CH3:5])=[CH:12][CH:13]=1. The yield is 0.440.